This data is from Forward reaction prediction with 1.9M reactions from USPTO patents (1976-2016). The task is: Predict the product of the given reaction. (1) Given the reactants C[O-].[Na+].[CH2:4]([O:8][C:9]([C:11]1[N:12]=[CH:13][C:14]2[C:19]([C:20]=1[S:21]C(=O)N(C)C)=[CH:18][CH:17]=[C:16]([O:27][C:28]1[CH:33]=[CH:32][CH:31]=[CH:30][CH:29]=1)[CH:15]=2)=[O:10])CCC, predict the reaction product. The product is: [CH3:4][O:8][C:9]([C:11]1[N:12]=[CH:13][C:14]2[C:19]([C:20]=1[SH:21])=[CH:18][CH:17]=[C:16]([O:27][C:28]1[CH:33]=[CH:32][CH:31]=[CH:30][CH:29]=1)[CH:15]=2)=[O:10]. (2) Given the reactants [Br:1][C:2]1[C:3]([NH:15][CH2:16][CH3:17])=[C:4]([NH:9][C:10](=O)[CH2:11][C:12]#[N:13])[C:5]([Cl:8])=[N:6][CH:7]=1, predict the reaction product. The product is: [Br:1][C:2]1[C:3]2[N:15]([CH2:16][CH3:17])[C:10]([CH2:11][C:12]#[N:13])=[N:9][C:4]=2[C:5]([Cl:8])=[N:6][CH:7]=1. (3) Given the reactants [CH2:1]([N:3]([CH3:26])[C:4]([C:6]1[CH:10]=[C:9]([C:11]2[CH:16]=[CH:15][C:14]([CH2:17][NH2:18])=[CH:13][N:12]=2)[N:8]([C:19]2[CH:20]=[N:21][C:22]([CH3:25])=[CH:23][CH:24]=2)[N:7]=1)=[O:5])[CH3:2].Cl[C:28]([O:30][CH3:31])=[O:29], predict the reaction product. The product is: [CH2:1]([N:3]([CH3:26])[C:4]([C:6]1[CH:10]=[C:9]([C:11]2[N:12]=[CH:13][C:14]([CH2:17][NH:18][C:28](=[O:29])[O:30][CH3:31])=[CH:15][CH:16]=2)[N:8]([C:19]2[CH:20]=[N:21][C:22]([CH3:25])=[CH:23][CH:24]=2)[N:7]=1)=[O:5])[CH3:2]. (4) Given the reactants [CH3:1][O:2][C:3]1[C:4]([F:17])=[C:5]([C:9]([N+:14]([O-:16])=[O:15])=[C:10](F)[C:11]=1[F:12])[C:6]([OH:8])=[O:7].[OH-].[NH4+:19], predict the reaction product. The product is: [NH2:19][C:10]1[C:9]([N+:14]([O-:16])=[O:15])=[C:5]([C:4]([F:17])=[C:3]([O:2][CH3:1])[C:11]=1[F:12])[C:6]([OH:8])=[O:7]. (5) Given the reactants [CH3:1][C:2]1[N:11]=[C:10]([N:12]([C:14]2[CH:19]=[CH:18][C:17]([N:20]([CH3:22])[CH3:21])=[CH:16][CH:15]=2)[CH3:13])[C:9]2[C:4](=[CH:5][CH:6]=[C:7]([N+:23]([O-])=O)[CH:8]=2)[N:3]=1, predict the reaction product. The product is: [NH2:23][C:7]1[CH:8]=[C:9]2[C:4](=[CH:5][CH:6]=1)[N:3]=[C:2]([CH3:1])[N:11]=[C:10]2[N:12]([C:14]1[CH:19]=[CH:18][C:17]([N:20]([CH3:21])[CH3:22])=[CH:16][CH:15]=1)[CH3:13]. (6) Given the reactants [CH2:1]([Mg]Br)[CH3:2].[Br:5][C:6]1[CH:17]=[CH:16][C:9]([C:10](N(OC)C)=[O:11])=[C:8]([CH3:18])[CH:7]=1.[Cl-].[NH4+], predict the reaction product. The product is: [Br:5][C:6]1[CH:17]=[CH:16][C:9]([C:10](=[O:11])[CH2:1][CH3:2])=[C:8]([CH3:18])[CH:7]=1.